Dataset: NCI-60 drug combinations with 297,098 pairs across 59 cell lines. Task: Regression. Given two drug SMILES strings and cell line genomic features, predict the synergy score measuring deviation from expected non-interaction effect. (1) Drug 1: CNC(=O)C1=CC=CC=C1SC2=CC3=C(C=C2)C(=NN3)C=CC4=CC=CC=N4. Drug 2: CC(C)CN1C=NC2=C1C3=CC=CC=C3N=C2N. Cell line: SK-OV-3. Synergy scores: CSS=-2.71, Synergy_ZIP=1.49, Synergy_Bliss=0.484, Synergy_Loewe=-2.26, Synergy_HSA=-1.98. (2) Drug 1: C1=C(C(=O)NC(=O)N1)N(CCCl)CCCl. Drug 2: CC1C(C(CC(O1)OC2CC(CC3=C2C(=C4C(=C3O)C(=O)C5=CC=CC=C5C4=O)O)(C(=O)C)O)N)O. Cell line: NCI-H522. Synergy scores: CSS=87.5, Synergy_ZIP=4.07, Synergy_Bliss=7.13, Synergy_Loewe=8.02, Synergy_HSA=10.00. (3) Cell line: MALME-3M. Synergy scores: CSS=12.5, Synergy_ZIP=1.09, Synergy_Bliss=-0.0375, Synergy_Loewe=-1.34, Synergy_HSA=-0.826. Drug 1: CCN(CC)CCNC(=O)C1=C(NC(=C1C)C=C2C3=C(C=CC(=C3)F)NC2=O)C. Drug 2: CC(C)(C#N)C1=CC(=CC(=C1)CN2C=NC=N2)C(C)(C)C#N. (4) Drug 1: CC(C1=C(C=CC(=C1Cl)F)Cl)OC2=C(N=CC(=C2)C3=CN(N=C3)C4CCNCC4)N. Drug 2: C1=C(C(=O)NC(=O)N1)F. Cell line: HCC-2998. Synergy scores: CSS=21.1, Synergy_ZIP=-7.63, Synergy_Bliss=-13.1, Synergy_Loewe=-11.6, Synergy_HSA=-11.4. (5) Synergy scores: CSS=-1.46, Synergy_ZIP=2.36, Synergy_Bliss=1.28, Synergy_Loewe=-9.33, Synergy_HSA=-4.61. Drug 2: CC1CCC2CC(C(=CC=CC=CC(CC(C(=O)C(C(C(=CC(C(=O)CC(OC(=O)C3CCCCN3C(=O)C(=O)C1(O2)O)C(C)CC4CCC(C(C4)OC)OCCO)C)C)O)OC)C)C)C)OC. Drug 1: CCCCCOC(=O)NC1=NC(=O)N(C=C1F)C2C(C(C(O2)C)O)O. Cell line: BT-549.